Dataset: Forward reaction prediction with 1.9M reactions from USPTO patents (1976-2016). Task: Predict the product of the given reaction. (1) Given the reactants [CH:1]1([OH:6])[CH2:5][CH2:4][CH2:3][CH2:2]1.[H-].[Na+].Br[C:10]1[N:18]([CH2:19][C:20]2[CH:25]=[CH:24][C:23]([Cl:26])=[CH:22][CH:21]=2)[C:17]2[C:16](=[O:27])[N:15]([CH2:28][CH2:29][CH2:30][O:31][Si:32]([C:35]([CH3:38])([CH3:37])[CH3:36])([CH3:34])[CH3:33])[C:14](=[O:39])[N:13]([CH3:40])[C:12]=2[N:11]=1, predict the reaction product. The product is: [Si:32]([O:31][CH2:30][CH2:29][CH2:28][N:15]1[C:16](=[O:27])[C:17]2[N:18]([CH2:19][C:20]3[CH:21]=[CH:22][C:23]([Cl:26])=[CH:24][CH:25]=3)[C:10]([O:6][CH:1]3[CH2:5][CH2:4][CH2:3][CH2:2]3)=[N:11][C:12]=2[N:13]([CH3:40])[C:14]1=[O:39])([C:35]([CH3:36])([CH3:37])[CH3:38])([CH3:33])[CH3:34]. (2) Given the reactants [CH:1]1([NH:6][C:7]([C:9]2[C:13]([CH2:14][OH:15])=[C:12]([C:16]3[CH:21]=[CH:20][C:19]([C:22]([F:25])([F:24])[F:23])=[CH:18][CH:17]=3)[O:11][N:10]=2)=[O:8])[CH2:5][CH2:4][CH2:3][CH2:2]1.[CH3:26][S:27](Cl)(=[O:29])=[O:28].C(N(CC)CC)C, predict the reaction product. The product is: [CH3:26][S:27]([O:15][CH2:14][C:13]1[C:9]([C:7](=[O:8])[NH:6][CH:1]2[CH2:2][CH2:3][CH2:4][CH2:5]2)=[N:10][O:11][C:12]=1[C:16]1[CH:17]=[CH:18][C:19]([C:22]([F:24])([F:25])[F:23])=[CH:20][CH:21]=1)(=[O:29])=[O:28]. (3) Given the reactants O[CH2:2][CH2:3][NH:4][C:5](=[O:9])[C:6]([NH2:8])=[O:7].NCC[CH2:13][OH:14], predict the reaction product. The product is: [OH:14][CH2:13][CH2:2][CH2:3][NH:4][C:5](=[O:9])[C:6]([NH2:8])=[O:7]. (4) The product is: [CH3:20][C:16]1[C:17]2[C:12](=[CH:11][C:10]([C:2]3[O:1][C:5]4[CH:6]=[CH:7][CH:8]=[CH:9][C:4]=4[C:3]=3[C:25](=[O:30])[CH2:26][CH2:27][CH2:28][CH3:29])=[CH:19][CH:18]=2)[CH:13]=[CH:14][C:15]=1[O:21][CH2:22][C:23]#[N:24]. Given the reactants [O:1]1[C:5]2[CH:6]=[CH:7][CH:8]=[CH:9][C:4]=2[CH:3]=[C:2]1[C:10]1[CH:11]=[C:12]2[C:17](=[CH:18][CH:19]=1)[C:16]([CH3:20])=[C:15]([O:21][CH2:22][C:23]#[N:24])[CH:14]=[CH:13]2.[C:25](Cl)(=[O:30])[CH2:26][CH2:27][CH2:28][CH3:29].[Sn](Cl)(Cl)(Cl)Cl, predict the reaction product. (5) Given the reactants [CH3:1][O:2][CH:3]([C:8]1[CH:16]=[CH:15][CH:14]=[C:13]2[C:9]=1[CH2:10][CH2:11][C@@H:12]2[OH:17])[C:4]([CH3:7])([CH3:6])[CH3:5].[CH3:18][O:19][C:20](=[O:32])[CH2:21][C@H:22]1[C:26]2[CH:27]=[CH:28][C:29](O)=[CH:30][C:25]=2[O:24][CH2:23]1, predict the reaction product. The product is: [CH3:18][O:19][C:20](=[O:32])[CH2:21][C@H:22]1[C:26]2[CH:27]=[CH:28][C:29]([O:17][C@H:12]3[C:13]4[C:9](=[C:8]([CH:3]([O:2][CH3:1])[C:4]([CH3:7])([CH3:6])[CH3:5])[CH:16]=[CH:15][CH:14]=4)[CH2:10][CH2:11]3)=[CH:30][C:25]=2[O:24][CH2:23]1. (6) Given the reactants [F:1][C:2]([F:34])([F:33])[CH:3]([CH2:30][O:31]C)[O:4][C:5]1[CH:10]=[CH:9][C:8]([NH:11][C:12]([CH:14]2[CH2:19][CH2:18][N:17]([S:20]([C:23]3[CH:28]=[CH:27][C:26]([CH3:29])=[CH:25][CH:24]=3)(=[O:22])=[O:21])[CH2:16][CH2:15]2)=[O:13])=[CH:7][CH:6]=1.B(Br)(Br)Br, predict the reaction product. The product is: [F:34][C:2]([F:1])([F:33])[CH:3]([CH2:30][OH:31])[O:4][C:5]1[CH:6]=[CH:7][C:8]([NH:11][C:12]([CH:14]2[CH2:15][CH2:16][N:17]([S:20]([C:23]3[CH:24]=[CH:25][C:26]([CH3:29])=[CH:27][CH:28]=3)(=[O:22])=[O:21])[CH2:18][CH2:19]2)=[O:13])=[CH:9][CH:10]=1. (7) Given the reactants ClC1C=C2[C:8](=[CH:9][CH:10]=1)[N:7](S(C1C=CC=CC=1)(=O)=O)C(C(OCC)=O)=C2S(Cl)(=O)=O.[Br:29][C:30]1[CH:31]=[C:32]2[C:36](=[CH:37][CH:38]=1)[N:35](S(C1C=CC=CC=1)(=O)=O)[C:34]([C:48]([O:50]CC)=O)=[C:33]2[S:53](Cl)(=[O:55])=[O:54].[NH:57]1CCOCC1.N1CCC1, predict the reaction product. The product is: [N:7]1([S:53]([C:33]2[C:32]3[C:36](=[CH:37][CH:38]=[C:30]([Br:29])[CH:31]=3)[NH:35][C:34]=2[C:48]([NH2:57])=[O:50])(=[O:54])=[O:55])[CH2:8][CH2:9][CH2:10]1.